From a dataset of Catalyst prediction with 721,799 reactions and 888 catalyst types from USPTO. Predict which catalyst facilitates the given reaction. (1) Reactant: [CH3:1][O:2][C:3]1[CH:4]=[C:5]2[C:10](=[CH:11][CH:12]=1)[CH:9]=[C:8]([C:13]1[N:14]=[C:15]([C:24]([CH3:28])([CH3:27])[CH2:25][NH2:26])[NH:16][C:17]=1[C:18]1[CH:23]=[CH:22][N:21]=[CH:20][CH:19]=1)[CH:7]=[CH:6]2.CO[BH-](OC)OC.[Na+]. Product: [CH:5]1([CH2:6][NH:26][CH2:25][C:24]([C:15]2[NH:16][C:17]([C:18]3[CH:23]=[CH:22][N:21]=[CH:20][CH:19]=3)=[C:13]([C:8]3[CH:7]=[CH:6][C:5]4[C:10](=[CH:11][CH:12]=[C:3]([O:2][CH3:1])[CH:4]=4)[CH:9]=3)[N:14]=2)([CH3:28])[CH3:27])[CH2:10][CH2:11][CH2:12][CH2:3][CH2:4]1. The catalyst class is: 46. (2) Reactant: [CH3:1][O:2][C:3]1[CH:11]=[CH:10][C:6]([C:7](Cl)=[O:8])=[CH:5][C:4]=1[N+:12]([O-:14])=[O:13].[NH2:15][C:16]1[CH:21]=[CH:20][CH:19]=[CH:18][N:17]=1.CCN(C(C)C)C(C)C. Product: [CH3:1][O:2][C:3]1[CH:11]=[CH:10][C:6]([C:7]([NH:15][C:16]2[CH:21]=[CH:20][CH:19]=[CH:18][N:17]=2)=[O:8])=[CH:5][C:4]=1[N+:12]([O-:14])=[O:13]. The catalyst class is: 2. (3) Reactant: [C:1]([C:5]1[CH:10]=[CH:9][C:8]([CH:11]([C:27]2[CH:35]=[CH:34][CH:33]=[CH:32][C:28]=2C(O)=O)[NH:12][C:13]([NH:15][C:16]2[CH:21]=[CH:20][C:19]([O:22][C:23]([F:26])([F:25])[F:24])=[CH:18][CH:17]=2)=[O:14])=[CH:7][CH:6]=1)([CH3:4])([CH3:3])[CH3:2].ON1C2N=CC=CC=2N=N1.CCN=C=NCCCN(C)C.Cl.[CH2:58]([O:60][C:61](=[O:66])[CH:62]([OH:65])[CH2:63][NH2:64])[CH3:59].C(N(C(C)C)CC)(C)C.CN([CH:79]=[O:80])C. Product: [CH2:58]([O:60][C:61](=[O:66])[CH:62]([OH:65])[CH2:63][NH:64][C:79](=[O:80])[C:33]1[CH:32]=[CH:28][C:27]([CH:11]([NH:12][C:13]([NH:15][C:16]2[CH:17]=[CH:18][C:19]([O:22][C:23]([F:25])([F:26])[F:24])=[CH:20][CH:21]=2)=[O:14])[C:8]2[CH:9]=[CH:10][C:5]([C:1]([CH3:2])([CH3:4])[CH3:3])=[CH:6][CH:7]=2)=[CH:35][CH:34]=1)[CH3:59]. The catalyst class is: 2.